This data is from Full USPTO retrosynthesis dataset with 1.9M reactions from patents (1976-2016). The task is: Predict the reactants needed to synthesize the given product. (1) Given the product [OH:1][C:2]1([C:9]2[S:10][CH:11]=[CH:12][N:13]=2)[CH2:7][CH2:6][CH:5]([N:33]2[CH2:34][CH2:38][C@@H:31]([NH:30][C:15](=[O:14])[CH2:16][NH:17][C:18](=[O:29])[C:19]3[CH:24]=[CH:23][CH:22]=[C:21]([C:25]([F:28])([F:27])[F:26])[CH:20]=3)[CH2:32]2)[CH2:4][CH2:3]1, predict the reactants needed to synthesize it. The reactants are: [OH:1][C:2]1([C:9]2[S:10][CH:11]=[CH:12][N:13]=2)[CH2:7][CH2:6][C:5](=O)[CH2:4][CH2:3]1.[O:14]=[C:15]([NH:30][CH2:31][C:32](=O)[NH:33][C@@H:34]1[CH2:38]CNC1)[CH2:16][NH:17][C:18](=[O:29])[C:19]1[CH:24]=[CH:23][CH:22]=[C:21]([C:25]([F:28])([F:27])[F:26])[CH:20]=1.[BH-](OC(C)=O)(OC(C)=O)OC(C)=O.[Na+]. (2) Given the product [F:11][C:9]1[CH:8]=[C:7]([C:12]2[N:53]([C:51]3[CH:50]=[CH:49][N:48]=[C:47]([Cl:46])[CH:52]=3)[N:54]=[C:14]([C:15]([OH:17])=[O:16])[CH:13]=2)[CH:6]=[C:5]([O:4][CH:3]([F:2])[F:22])[CH:10]=1, predict the reactants needed to synthesize it. The reactants are: [Li].[F:2][CH:3]([F:22])[O:4][C:5]1[CH:6]=[C:7]([C:12]([O-])=[CH:13][C:14](=O)[C:15]([O:17]CC)=[O:16])[CH:8]=[C:9]([F:11])[CH:10]=1.ClC1C=C(C2N(C3C=CC=CN=3)N=C(C(O)=O)C=2)C=C(F)C=1.Cl.[Cl:46][C:47]1[CH:52]=[C:51]([NH:53][NH2:54])[CH:50]=[CH:49][N:48]=1. (3) Given the product [CH3:25][S:26]([C:29]1[CH:34]=[C:33]([C:2]2[N:7]=[C:6]([C:8]3[CH:13]=[C:12]([C:14]4[CH:19]=[CH:18][C:17]([C:20]([F:23])([F:22])[F:21])=[CH:16][CH:15]=4)[CH:11]=[C:10]([CH3:24])[N:9]=3)[CH:5]=[CH:4][N:3]=2)[CH:32]=[CH:31][CH:30]=1)(=[O:28])=[O:27], predict the reactants needed to synthesize it. The reactants are: Cl[C:2]1[N:7]=[C:6]([C:8]2[CH:13]=[C:12]([C:14]3[CH:19]=[CH:18][C:17]([C:20]([F:23])([F:22])[F:21])=[CH:16][CH:15]=3)[CH:11]=[C:10]([CH3:24])[N:9]=2)[CH:5]=[CH:4][N:3]=1.[CH3:25][S:26]([C:29]1[CH:30]=[C:31](B(O)O)[CH:32]=[CH:33][CH:34]=1)(=[O:28])=[O:27]. (4) Given the product [Br:51][C:52]1[CH:53]=[CH:54][C:55]([OH:58])=[C:56]([C:26]2([OH:33])[C:27]3[C:32](=[CH:31][CH:30]=[CH:29][CH:28]=3)[N:24]([CH:23]([C:17]3[CH:18]=[CH:19][CH:20]=[CH:21][CH:22]=3)[C:35]3[CH:40]=[CH:39][CH:38]=[CH:37][CH:36]=3)[C:25]2=[O:34])[CH:57]=1, predict the reactants needed to synthesize it. The reactants are: C1(CCN2C3C(=CC=CC=3)C(=O)C2=O)CC1.[C:17]1([CH:23]([C:35]2[CH:40]=[CH:39][CH:38]=[CH:37][CH:36]=2)[N:24]2[C:32]3[C:27](=[CH:28][CH:29]=[CH:30][CH:31]=3)[C:26](=[O:33])[C:25]2=[O:34])[CH:22]=[CH:21][CH:20]=[CH:19][CH:18]=1.O1C2C=CC(O)=CC=2OC1.[Br:51][C:52]1[CH:57]=[CH:56][C:55]([OH:58])=[CH:54][CH:53]=1.